From a dataset of Full USPTO retrosynthesis dataset with 1.9M reactions from patents (1976-2016). Predict the reactants needed to synthesize the given product. Given the product [OH:1][CH2:2][C@H:3]1[CH2:7][CH2:6][CH2:5][C@H:4]1[NH:8][C:9]1[C:14]([C:15]([NH2:21])=[O:16])=[CH:13][N:12]=[C:11]([S:18][CH3:19])[N:10]=1, predict the reactants needed to synthesize it. The reactants are: [OH:1][CH2:2][C@H:3]1[CH2:7][CH2:6][CH2:5][C@H:4]1[NH:8][C:9]1[C:14]([C:15](O)=[O:16])=[CH:13][N:12]=[C:11]([S:18][CH3:19])[N:10]=1.C[N:21](C(ON1N=NC2C=CC=NC1=2)=[N+](C)C)C.F[P-](F)(F)(F)(F)F.[Cl-].[NH4+].CCN(C(C)C)C(C)C.